From a dataset of Forward reaction prediction with 1.9M reactions from USPTO patents (1976-2016). Predict the product of the given reaction. Given the reactants [F:1][C:2]([F:18])([F:17])[C:3]1[CH:8]=[CH:7][C:6]([C:9]2[O:13][N:12]=[CH:11][C:10]=2[C:14]([OH:16])=O)=[CH:5][CH:4]=1.C(O)(=O)C(O)=O.[CH3:25][O:26][C:27]1[CH:32]=[CH:31][C:30]([CH:33]2[CH2:37][CH2:36][NH:35][CH2:34]2)=[CH:29][CH:28]=1, predict the reaction product. The product is: [CH3:25][O:26][C:27]1[CH:28]=[CH:29][C:30]([CH:33]2[CH2:37][CH2:36][N:35]([C:14]([C:10]3[CH:11]=[N:12][O:13][C:9]=3[C:6]3[CH:5]=[CH:4][C:3]([C:2]([F:1])([F:18])[F:17])=[CH:8][CH:7]=3)=[O:16])[CH2:34]2)=[CH:31][CH:32]=1.